This data is from Full USPTO retrosynthesis dataset with 1.9M reactions from patents (1976-2016). The task is: Predict the reactants needed to synthesize the given product. (1) Given the product [OH:32][CH2:31][CH2:30][N:29]([CH2:33][CH2:34][OH:35])[CH2:19][CH2:20][CH2:21][O:1][C:2]1[CH:7]=[C:6]([O:8][CH3:9])[CH:5]=[CH:4][C:3]=1[C:10]([C:12]1[CH:13]=[CH:14][CH:15]=[CH:16][CH:17]=1)=[O:11], predict the reactants needed to synthesize it. The reactants are: [OH:1][C:2]1[CH:7]=[C:6]([O:8][CH3:9])[CH:5]=[CH:4][C:3]=1[C:10]([C:12]1[CH:17]=[CH:16][CH:15]=[CH:14][CH:13]=1)=[O:11].Br[CH2:19][CH2:20][CH2:21]Cl.C(=O)([O-])[O-].[K+].[K+].[NH:29]([CH2:33][CH2:34][OH:35])[CH2:30][CH2:31][OH:32].[I-].[Na+]. (2) Given the product [OH:2][C:3]1[CH:4]=[CH:5][C:6]2[CH:10]=[C:9]([CH3:11])[S:8][C:7]=2[CH:12]=1, predict the reactants needed to synthesize it. The reactants are: C[O:2][C:3]1[CH:4]=[CH:5][C:6]2[CH:10]=[C:9]([CH3:11])[S:8][C:7]=2[CH:12]=1.B(Br)(Br)Br. (3) Given the product [OH:1][CH2:2][C:3]1[S:7][C:6]([C:8]2[NH:12][C:11]([CH:13]([C:21]3[CH:22]=[CH:23][C:24]([C:25]([N:62]([O:61][CH3:60])[CH3:63])=[O:27])=[CH:28][CH:29]=3)[CH2:14][CH:15]3[CH2:20][CH2:19][O:18][CH2:17][CH2:16]3)=[CH:10][CH:9]=2)=[N:5][CH:4]=1, predict the reactants needed to synthesize it. The reactants are: [OH:1][CH2:2][C:3]1[S:7][C:6]([C:8]2[NH:12][C:11]([CH:13]([C:21]3[CH:29]=[CH:28][C:24]([C:25]([OH:27])=O)=[CH:23][CH:22]=3)[CH2:14][CH:15]3[CH2:20][CH2:19][O:18][CH2:17][CH2:16]3)=[CH:10][CH:9]=2)=[N:5][CH:4]=1.Cl.C(N=C=NCCCN(C)C)C.ON1C2C=CC=CC=2N=N1.CN1CCOCC1.Cl.[CH3:60][O:61][NH:62][CH3:63]. (4) Given the product [CH3:10][CH:9]([CH3:11])[CH2:8][N:12]1[CH:16]=[C:15]([C:17]2[CH:22]=[CH:21][C:20]([NH:23][C:24]([CH:26]3[CH2:27][N:28]([C:7]4[CH:2]=[CH:3][N:4]=[N:30][CH:6]=4)[CH2:29]3)=[O:25])=[CH:19][CH:18]=2)[CH:14]=[N:13]1, predict the reactants needed to synthesize it. The reactants are: Br[C:2]1[CH:3]=[N:4]C=[CH:6][CH:7]=1.[CH2:8]([N:12]1[CH:16]=[C:15]([C:17]2[CH:22]=[CH:21][C:20]([NH:23][C:24]([CH:26]3[CH2:29][NH:28][CH2:27]3)=[O:25])=[CH:19][CH:18]=2)[CH:14]=[N:13]1)[CH:9]([CH3:11])[CH3:10].[NH:30]1CC(C(NC2C=CC(OC3CCN(C(OC(C)(C)C)=O)CC3)=CC=2)=O)C1. (5) Given the product [NH2:1][CH:2]1[CH2:3][CH2:4][CH:5]([C:6]([O:8][CH2:9][CH3:10])=[O:7])[CH2:11][CH2:12]1, predict the reactants needed to synthesize it. The reactants are: [NH2:1][C:2]1[CH:12]=[CH:11][C:5]([C:6]([O:8][CH2:9][CH3:10])=[O:7])=[CH:4][CH:3]=1.C(O)C. (6) The reactants are: [Cl:1][C:2]1[CH:3]=[C:4]([C@:9]23[CH2:15][C@H:14]2[CH2:13][NH:12][CH2:11][CH2:10]3)[CH:5]=[CH:6][C:7]=1[Cl:8].Cl. Given the product [ClH:1].[Cl:1][C:2]1[CH:3]=[C:4]([C@:9]23[CH2:15][C@H:14]2[CH2:13][NH:12][CH2:11][CH2:10]3)[CH:5]=[CH:6][C:7]=1[Cl:8], predict the reactants needed to synthesize it. (7) Given the product [OH:25][CH2:26][CH2:27][N:28]([CH2:38][CH2:39][OH:40])[S:29]([C:32]1[S:33][C:34]([C:13]#[C:12][C:11]2[CH:10]=[N:9][N:8]3[C:3]([CH:2]([F:1])[F:24])=[CH:4][C:5]([C:14]4[CH:19]=[CH:18][C:17]([C:20]([F:23])([F:22])[F:21])=[CH:16][CH:15]=4)=[N:6][C:7]=23)=[CH:35][CH:36]=1)(=[O:31])=[O:30], predict the reactants needed to synthesize it. The reactants are: [F:1][CH:2]([F:24])[C:3]1[N:8]2[N:9]=[CH:10][C:11]([C:12]#[CH:13])=[C:7]2[N:6]=[C:5]([C:14]2[CH:19]=[CH:18][C:17]([C:20]([F:23])([F:22])[F:21])=[CH:16][CH:15]=2)[CH:4]=1.[OH:25][CH2:26][CH2:27][N:28]([CH2:38][CH2:39][OH:40])[S:29]([C:32]1[S:33][C:34](Br)=[CH:35][CH:36]=1)(=[O:31])=[O:30]. (8) Given the product [CH2:1]([N:3]1[CH:7]=[C:6](/[CH:8]=[CH:9]\[C:10]2[C:11]([O:21][CH2:22][C:23]3[CH:48]=[CH:47][C:26]([O:27][CH2:28][C:29]4[N:30]=[C:31]([C:35]5[CH:40]=[CH:39][C:38]([CH2:41][C:42]([OH:44])=[O:43])=[CH:37][CH:36]=5)[O:32][C:33]=4[CH3:34])=[C:25]([O:49][CH3:50])[CH:24]=3)=[N:12][N:13]([C:15]3[CH:20]=[CH:19][CH:18]=[CH:17][CH:16]=3)[CH:14]=2)[CH:5]=[N:4]1)[CH3:2], predict the reactants needed to synthesize it. The reactants are: [CH2:1]([N:3]1[CH:7]=[C:6](/[CH:8]=[CH:9]\[C:10]2[C:11]([O:21][CH2:22][C:23]3[CH:48]=[CH:47][C:26]([O:27][CH2:28][C:29]4[N:30]=[C:31]([C:35]5[CH:40]=[CH:39][C:38]([CH2:41][C:42]([O:44]CC)=[O:43])=[CH:37][CH:36]=5)[O:32][C:33]=4[CH3:34])=[C:25]([O:49][CH3:50])[CH:24]=3)=[N:12][N:13]([C:15]3[CH:20]=[CH:19][CH:18]=[CH:17][CH:16]=3)[CH:14]=2)[CH:5]=[N:4]1)[CH3:2].[OH-].[Na+].O1CCCC1.Cl. (9) Given the product [CH2:2]([O:18][C:19]1[CH:28]=[C:27]([N+:29]([O-:31])=[O:30])[CH:26]=[CH:25][C:20]=1[C:21]([O:23][CH3:24])=[O:22])[CH3:3], predict the reactants needed to synthesize it. The reactants are: O[C:2]1C=C([N+]([O-])=O)C=C[C:3]=1C(O)=O.S(Cl)(Cl)=O.[OH:18][C:19]1[CH:28]=[C:27]([N+:29]([O-:31])=[O:30])[CH:26]=[CH:25][C:20]=1[C:21]([O:23][CH3:24])=[O:22].C(=O)([O-])[O-].[K+].[K+].BrCC.Cl.